This data is from Catalyst prediction with 721,799 reactions and 888 catalyst types from USPTO. The task is: Predict which catalyst facilitates the given reaction. Reactant: C(OC([N:8]1[CH2:13][CH:12]=[C:11]([C:14]2[CH:19]=[C:18]([C:20]#[N:21])[CH:17]=[CH:16][C:15]=2[CH:22]2[C:27]3[C:28](=[O:31])[CH2:29][CH2:30][C:26]=3[N:25]([C:32]3[CH:37]=[CH:36][CH:35]=[C:34]([C:38]([F:41])([F:40])[F:39])[CH:33]=3)[C:24](=[O:42])[N:23]2[CH3:43])[CH2:10][CH2:9]1)=O)(C)(C)C. Product: [CH3:43][N:23]1[CH:22]([C:15]2[CH:16]=[CH:17][C:18]([C:20]#[N:21])=[CH:19][C:14]=2[C:11]2[CH2:12][CH2:13][NH:8][CH2:9][CH:10]=2)[C:27]2[C:28](=[O:31])[CH2:29][CH2:30][C:26]=2[N:25]([C:32]2[CH:37]=[CH:36][CH:35]=[C:34]([C:38]([F:41])([F:39])[F:40])[CH:33]=2)[C:24]1=[O:42]. The catalyst class is: 55.